Predict the reactants needed to synthesize the given product. From a dataset of Full USPTO retrosynthesis dataset with 1.9M reactions from patents (1976-2016). (1) Given the product [NH2:1][C:2]([C:7]1[CH:12]=[C:11]([Br:13])[CH:10]=[CH:9][C:8]=1[F:14])([CH3:6])[CH2:3][OH:4], predict the reactants needed to synthesize it. The reactants are: [NH2:1][C:2]([C:7]1[CH:12]=[C:11]([Br:13])[CH:10]=[CH:9][C:8]=1[F:14])([CH3:6])[C:3](O)=[O:4].CSC.B. (2) Given the product [OH:4][C@@H:5]([CH2:13][CH3:1])[C:6]([O:8][CH2:9][CH2:10][CH2:11][CH3:12])=[O:7], predict the reactants needed to synthesize it. The reactants are: [CH3:1][Mg]Br.[O:4]1[CH2:13][C@H:5]1[C:6]([O:8][CH2:9][CH2:10][CH2:11][CH3:12])=[O:7].[Cl-].[NH4+].